Task: Predict which catalyst facilitates the given reaction.. Dataset: Catalyst prediction with 721,799 reactions and 888 catalyst types from USPTO (1) Reactant: FC(F)(F)C(O)=O.[N:8]([C:11]1[CH:81]=[CH:80][CH:79]=[CH:78][C:12]=1[CH2:13][O:14][C:15]([NH:17][CH2:18][C@H:19]([S:75][S:76][CH3:77])[CH2:20][CH2:21][C@@H:22]([NH:67]C(OC(C)(C)C)=O)[C:23]([O:25][C@H:26]1[C@@H:30]([OH:31])[C@@H:29]([N:32]2[CH:40]=[N:39][C:38]3[C:33]2=[N:34][CH:35]=[N:36][C:37]=3[NH2:41])[O:28][C@H:27]1[CH2:42][O:43][P:44]([O:47][C@H:48]1[CH2:52][C@H:51]([N:53]2[CH:58]=[CH:57][C:56]([NH2:59])=[N:55][C:54]2=[O:60])[O:50][C@@H:49]1[CH2:61][O:62][P:63]([OH:66])([OH:65])=[O:64])([OH:46])=[O:45])=[O:24])=[O:16])=[N+:9]=[N-:10]. Product: [NH2:67][C@H:22]([CH2:21][CH2:20][C@@H:19]([S:75][S:76][CH3:77])[CH2:18][NH:17][C:15]([O:14][CH2:13][C:12]1[CH:78]=[CH:79][CH:80]=[CH:81][C:11]=1[N:8]=[N+:9]=[N-:10])=[O:16])[C:23]([O:25][C@H:26]1[C@@H:30]([OH:31])[C@@H:29]([N:32]2[CH:40]=[N:39][C:38]3[C:33]2=[N:34][CH:35]=[N:36][C:37]=3[NH2:41])[O:28][C@H:27]1[CH2:42][O:43][P:44]([O:47][C@H:48]1[CH2:52][C@H:51]([N:53]2[CH:58]=[CH:57][C:56]([NH2:59])=[N:55][C:54]2=[O:60])[O:50][C@@H:49]1[CH2:61][O:62][P:63]([OH:66])([OH:65])=[O:64])([OH:46])=[O:45])=[O:24]. The catalyst class is: 4. (2) Reactant: [F:1][C:2]1[CH:3]=[C:4]2[C:9](=[CH:10][CH:11]=1)[N:8]=[C:7]([CH:12]([N:14]1C(=O)C3C(=CC=CC=3)C1=O)[CH3:13])[C:6]([C:25]1[CH:30]=[CH:29][CH:28]=[CH:27][CH:26]=1)=[C:5]2SC.O[O:34][S:35]([O-:37])=O.[K+].[CH2:39]1COCC1. Product: [F:1][C:2]1[CH:3]=[C:4]2[C:9](=[CH:10][CH:11]=1)[N:8]=[C:7]([CH:12]([NH2:14])[CH3:13])[C:6]([C:25]1[CH:30]=[CH:29][CH:28]=[CH:27][CH:26]=1)=[C:5]2[S:35]([CH3:39])(=[O:37])=[O:34]. The catalyst class is: 6. (3) Reactant: I[CH2:2][C:3]([N:5]1[CH2:10][CH2:9][N:8]([C:11]([O:13][CH2:14][CH3:15])=[O:12])[CH2:7][CH2:6]1)=[O:4].[S:16]1(=O)[C:20]2[CH:21]=[CH:22][CH:23]=[CH:24][C:19]=2N=C1.CC[N:28]([CH2:31]C)CC.C([O-])([O-])=[O:34].[Cs+].[Cs+]. Product: [O:34]=[C:31]1[C:19]2[CH:24]=[CH:23][CH:22]=[CH:21][C:20]=2[S:16][N:28]1[CH2:2][C:3]([N:5]1[CH2:10][CH2:9][N:8]([C:11]([O:13][CH2:14][CH3:15])=[O:12])[CH2:7][CH2:6]1)=[O:4]. The catalyst class is: 2. (4) Reactant: [Br:1][C:2]1[C:3](Cl)=[CH:4][C:5]([C:8]([N:10]2[C:18]3[C:13](=[CH:14][C:15]([F:19])=[CH:16][CH:17]=3)[CH2:12][CH2:11]2)=[O:9])=[N:6][CH:7]=1.[CH3:21][O:22][C:23]1[CH:24]=[CH:25][C:26]2[NH:32][C:31](=[O:33])[N:30]([CH:34]3[CH2:39][CH2:38][NH:37][CH2:36][CH2:35]3)[CH2:29][CH2:28][C:27]=2[CH:40]=1.C(=O)([O-])[O-].[K+].[K+].CN1C(=O)CCC1. Product: [Br:1][C:2]1[C:3]([N:37]2[CH2:36][CH2:35][CH:34]([N:30]3[CH2:29][CH2:28][C:27]4[CH:40]=[C:23]([O:22][CH3:21])[CH:24]=[CH:25][C:26]=4[NH:32][C:31]3=[O:33])[CH2:39][CH2:38]2)=[CH:4][C:5]([C:8]([N:10]2[C:18]3[C:13](=[CH:14][C:15]([F:19])=[CH:16][CH:17]=3)[CH2:12][CH2:11]2)=[O:9])=[N:6][CH:7]=1. The catalyst class is: 6. (5) Reactant: [OH:1][C@H:2]1[CH2:7][CH2:6][N:5](C(OC(C)(C)C)=O)[CH2:4][C@H:3]1[CH2:15][NH:16][C:17]([O:19][CH2:20][C:21]1[CH:26]=[CH:25][CH:24]=[CH:23][CH:22]=1)=[O:18]. Product: [OH:1][C@H:2]1[CH2:7][CH2:6][NH:5][CH2:4][C@H:3]1[CH2:15][NH:16][C:17](=[O:18])[O:19][CH2:20][C:21]1[CH:26]=[CH:25][CH:24]=[CH:23][CH:22]=1. The catalyst class is: 137.